Dataset: Catalyst prediction with 721,799 reactions and 888 catalyst types from USPTO. Task: Predict which catalyst facilitates the given reaction. (1) Reactant: C1(P(C2C=CC=CC=2)C2C=CC=CC=2)C=CC=CC=1.CCOC(/N=N/C(OCC)=O)=O.[CH2:32]([O:34][C:35]1[CH:36]=[C:37]([OH:82])[C:38]([F:81])=[C:39]([N:41]([CH2:50][C:51]2[N:52]([C:62]([C:75]3[CH:80]=[CH:79][CH:78]=[CH:77][CH:76]=3)([C:69]3[CH:74]=[CH:73][CH:72]=[CH:71][CH:70]=3)[C:63]3[CH:68]=[CH:67][CH:66]=[CH:65][CH:64]=3)[CH:53]=[C:54]([C:56]3[CH:61]=[CH:60][CH:59]=[CH:58][CH:57]=3)[N:55]=2)[C:42]2[CH:49]=[CH:48][C:45]([C:46]#[N:47])=[CH:44][CH:43]=2)[CH:40]=1)[CH3:33].O[CH:84]1[CH2:89][CH2:88][N:87]([CH3:90])[CH2:86][CH2:85]1. Product: [CH2:32]([O:34][C:35]1[CH:36]=[C:37]([O:82][CH:84]2[CH2:89][CH2:88][N:87]([CH3:90])[CH2:86][CH2:85]2)[C:38]([F:81])=[C:39]([N:41]([CH2:50][C:51]2[N:52]([C:62]([C:75]3[CH:76]=[CH:77][CH:78]=[CH:79][CH:80]=3)([C:69]3[CH:70]=[CH:71][CH:72]=[CH:73][CH:74]=3)[C:63]3[CH:68]=[CH:67][CH:66]=[CH:65][CH:64]=3)[CH:53]=[C:54]([C:56]3[CH:61]=[CH:60][CH:59]=[CH:58][CH:57]=3)[N:55]=2)[C:42]2[CH:43]=[CH:44][C:45]([C:46]#[N:47])=[CH:48][CH:49]=2)[CH:40]=1)[CH3:33]. The catalyst class is: 1. (2) Reactant: [NH2:1][C:2]1[C:3]([NH:22][CH2:23][C:24]2[CH:25]=[C:26]3[C:31](=[CH:32][CH:33]=2)[N:30]=[CH:29][CH:28]=[CH:27]3)=[N:4][C:5]([C:16]2[CH:17]=[N:18][N:19]([CH3:21])[CH:20]=2)=[CH:6][C:7]=1[NH:8]C(=O)OC(C)(C)C.[N:34]([O-])=O.[Na+].[OH-].[Na+].C(O)(C(F)(F)F)=O.C([O-])([O-])=O.[Na+].[Na+]. Product: [CH3:21][N:19]1[CH:20]=[C:16]([C:5]2[N:4]=[C:3]3[N:22]([CH2:23][C:24]4[CH:25]=[C:26]5[C:31](=[CH:32][CH:33]=4)[N:30]=[CH:29][CH:28]=[CH:27]5)[N:34]=[N:1][C:2]3=[C:7]([NH2:8])[CH:6]=2)[CH:17]=[N:18]1. The catalyst class is: 211. (3) Reactant: [CH3:1][S:2]([OH:5])(=[O:4])=[O:3].[F:6][C:7]1[CH:8]=[C:9]2[C:14](=[CH:15][C:16]=1[N:17]1[CH2:22][CH2:21][NH:20][CH2:19][CH2:18]1)[N:13]1[C@@H:23]([CH3:25])[S:24][C:12]1=[C:11]([C:26]([OH:28])=[O:27])[C:10]2=[O:29]. Product: [S:2]([OH:5])(=[O:4])(=[O:3])[CH3:1].[F:6][C:7]1[CH:8]=[C:9]2[C:14](=[CH:15][C:16]=1[N:17]1[CH2:22][CH2:21][NH:20][CH2:19][CH2:18]1)[N:13]1[C@@H:23]([CH3:25])[S:24][C:12]1=[C:11]([C:26]([OH:28])=[O:27])[C:10]2=[O:29]. The catalyst class is: 6. (4) Reactant: [CH:1]1([S:4]([N:7]2[CH:11]=[C:10](B3OC(C)(C)C(C)(C)O3)[CH:9]=[N:8]2)(=[O:6])=[O:5])[CH2:3][CH2:2]1.Cl[C:22]1[N:27]=[C:26]([NH:28][C:29]2[N:34]=[CH:33][C:32]3[N:35]=[C:36]([CH3:41])[N:37]([CH:38]([CH3:40])[CH3:39])[C:31]=3[CH:30]=2)[CH:25]=[CH:24][N:23]=1.C([O-])([O-])=O.[Na+].[Na+]. Product: [CH:1]1([S:4]([N:7]2[CH:11]=[C:10]([C:22]3[N:27]=[C:26]([NH:28][C:29]4[N:34]=[CH:33][C:32]5[N:35]=[C:36]([CH3:41])[N:37]([CH:38]([CH3:39])[CH3:40])[C:31]=5[CH:30]=4)[CH:25]=[CH:24][N:23]=3)[CH:9]=[N:8]2)(=[O:5])=[O:6])[CH2:2][CH2:3]1. The catalyst class is: 10. (5) Reactant: [C:1]1([CH:7]([C:11]2[CH:16]=[CH:15][CH:14]=[CH:13][CH:12]=2)[CH2:8][CH2:9][NH2:10])[CH:6]=[CH:5][CH:4]=[CH:3][CH:2]=1.C(O[BH-](OC(=O)C)OC(=O)C)(=O)C.[Na+].C(O)(=O)C.[C:35]([N:42]1[CH2:47][CH2:46][CH2:45][CH2:44][C:43]1=O)([O:37][C:38]([CH3:41])([CH3:40])[CH3:39])=[O:36]. Product: [C:11]1([CH:7]([C:1]2[CH:2]=[CH:3][CH:4]=[CH:5][CH:6]=2)[CH2:8][CH2:9][NH:10][CH:45]2[CH2:46][CH2:47][N:42]([C:35]([O:37][C:38]([CH3:41])([CH3:40])[CH3:39])=[O:36])[CH2:43][CH2:44]2)[CH:12]=[CH:13][CH:14]=[CH:15][CH:16]=1. The catalyst class is: 68. (6) Reactant: [Cl:1][C:2]1[C:3]([NH:9][NH2:10])=[N:4][CH:5]=[CH:6][C:7]=1[I:8].C(N(CC)CC)C.[CH:18]1([CH2:21][C:22](Cl)=[O:23])[CH2:20][CH2:19]1.C([O-])(O)=O.[Na+]. Product: [Cl:1][C:2]1[C:3]([NH:9][NH:10][C:22](=[O:23])[CH2:21][CH:18]2[CH2:20][CH2:19]2)=[N:4][CH:5]=[CH:6][C:7]=1[I:8]. The catalyst class is: 2.